This data is from Catalyst prediction with 721,799 reactions and 888 catalyst types from USPTO. The task is: Predict which catalyst facilitates the given reaction. (1) Reactant: Cl[CH2:2][C:3]1[S:7][C:6]([N:8]2[CH2:13][CH2:12][NH:11][C:10](=[O:14])[CH2:9]2)=[N:5][CH:4]=1.Cl.[O:16]1[C:20]2[CH:21]=[CH:22][C:23]([CH:25]([N:27]3[CH2:32][CH2:31][NH:30][CH2:29][CH2:28]3)[CH3:26])=[CH:24][C:19]=2[O:18][CH2:17]1. Product: [O:16]1[C:20]2[CH:21]=[CH:22][C:23]([CH:25]([N:27]3[CH2:32][CH2:31][N:30]([CH2:2][C:3]4[S:7][C:6]([N:8]5[CH2:13][CH2:12][NH:11][C:10](=[O:14])[CH2:9]5)=[N:5][CH:4]=4)[CH2:29][CH2:28]3)[CH3:26])=[CH:24][C:19]=2[O:18][CH2:17]1. The catalyst class is: 10. (2) Reactant: [C:1]1([S:7]([N:10]2[C:14]3=[N:15][CH:16]=[C:17]([CH3:19])[CH:18]=[C:13]3[CH:12]=[C:11]2[C:20](=[O:27])[CH2:21][CH:22]2[CH2:26][CH2:25][CH2:24][CH2:23]2)(=[O:9])=[O:8])[CH:6]=[CH:5][CH:4]=[CH:3][CH:2]=1.C[Si]([N-][Si](C)(C)C)(C)C.[Li+].[C:38]1([CH3:58])[CH:43]=[CH:42][C:41]([S:44](O[S:44]([C:41]2[CH:42]=[CH:43][C:38]([CH3:58])=[CH:39][CH:40]=2)(=[O:46])=[O:45])(=[O:46])=[O:45])=[CH:40][CH:39]=1. Product: [C:1]1([S:7]([N:10]2[C:14]3=[N:15][CH:16]=[C:17]([CH3:19])[CH:18]=[C:13]3[CH:12]=[C:11]2[C:20]([O:27][S:44]([C:41]2[CH:42]=[CH:43][C:38]([CH3:58])=[CH:39][CH:40]=2)(=[O:46])=[O:45])=[CH:21][CH:22]2[CH2:26][CH2:25][CH2:24][CH2:23]2)(=[O:8])=[O:9])[CH:6]=[CH:5][CH:4]=[CH:3][CH:2]=1. The catalyst class is: 7. (3) Reactant: [Si]([O:8][CH2:9][CH2:10][CH:11]1[C:16]2[CH:17]=[CH:18][C:19]([C:21]([NH2:23])=[O:22])=[CH:20][C:15]=2[CH2:14][CH2:13][O:12]1)(C(C)(C)C)(C)C. Product: [OH:8][CH2:9][CH2:10][CH:11]1[C:16]2[CH:17]=[CH:18][C:19]([C:21]([NH2:23])=[O:22])=[CH:20][C:15]=2[CH2:14][CH2:13][O:12]1. The catalyst class is: 86. (4) Reactant: [CH2:1]([O:8][C:9](=[O:33])[C@@H:10]([NH:20][C:21](=[O:32])[C@@H:22]([NH:24]C(OC(C)(C)C)=O)[CH3:23])[CH2:11][C:12]1[CH:17]=[CH:16][C:15]([O:18][CH3:19])=[CH:14][CH:13]=1)[C:2]1[CH:7]=[CH:6][CH:5]=[CH:4][CH:3]=1.FC(F)(F)C(O)=O.C(N(CC)C(C)C)(C)C.[C:50]1([S:56](Cl)(=[O:58])=[O:57])[CH:55]=[CH:54][CH:53]=[CH:52][CH:51]=1. Product: [CH2:1]([O:8][C:9](=[O:33])[C@@H:10]([NH:20][C:21](=[O:32])[C@@H:22]([NH:24][S:56]([C:50]1[CH:55]=[CH:54][CH:53]=[CH:52][CH:51]=1)(=[O:58])=[O:57])[CH3:23])[CH2:11][C:12]1[CH:17]=[CH:16][C:15]([O:18][CH3:19])=[CH:14][CH:13]=1)[C:2]1[CH:7]=[CH:6][CH:5]=[CH:4][CH:3]=1. The catalyst class is: 4. (5) Reactant: [NH2:1][C:2]1[N:7]=[CH:6][C:5]([C:8]2[N:13]=[C:12](Cl)[N:11]=[C:10]([N:15]3[CH2:20][C@@H:19]4[CH2:21][C@H:16]3[CH2:17][N:18]4[C:22]([O:24][C:25]([CH3:28])([CH3:27])[CH3:26])=[O:23])[CH:9]=2)=[CH:4][C:3]=1[C:29]([F:32])([F:31])[F:30].Cl.[CH:34]12[CH2:39][CH:37]([CH2:38]1)[CH2:36][NH:35]2.C(=O)([O-])[O-].[K+].[K+].O. Product: [NH2:1][C:2]1[N:7]=[CH:6][C:5]([C:8]2[N:13]=[C:12]([N:35]3[CH2:36][CH:37]4[CH2:39][CH:34]3[CH2:38]4)[N:11]=[C:10]([N:15]3[CH2:20][C@@H:19]4[CH2:21][C@H:16]3[CH2:17][N:18]4[C:22]([O:24][C:25]([CH3:28])([CH3:27])[CH3:26])=[O:23])[CH:9]=2)=[CH:4][C:3]=1[C:29]([F:32])([F:31])[F:30]. The catalyst class is: 16.